This data is from NCI-60 drug combinations with 297,098 pairs across 59 cell lines. The task is: Regression. Given two drug SMILES strings and cell line genomic features, predict the synergy score measuring deviation from expected non-interaction effect. Drug 1: C1=NNC2=C1C(=O)NC=N2. Drug 2: B(C(CC(C)C)NC(=O)C(CC1=CC=CC=C1)NC(=O)C2=NC=CN=C2)(O)O. Cell line: A549. Synergy scores: CSS=64.6, Synergy_ZIP=0.510, Synergy_Bliss=-0.0718, Synergy_Loewe=-31.7, Synergy_HSA=-0.941.